From a dataset of Forward reaction prediction with 1.9M reactions from USPTO patents (1976-2016). Predict the product of the given reaction. (1) Given the reactants [CH3:1][N:2]1[C:7](=[O:8])[CH:6]=[CH:5][C:4]([C:9](=O)[CH2:10][CH:11]([C:19]2[CH:27]=[CH:26][C:22]([C:23](O)=[O:24])=[CH:21][CH:20]=2)[C:12]2[CH:17]=[CH:16][CH:15]=[CH:14][C:13]=2[CH3:18])=[CH:3]1.[NH2:29][CH2:30][C@H:31]([OH:33])[CH3:32].CN([P+]([O:44][N:45]1N=NC2C=CC=CC1=2)(N(C)C)N(C)C)C.F[P-](F)(F)(F)(F)F.Cl.NO.C([O-])(O)=O.[Na+], predict the reaction product. The product is: [OH:44]/[N:45]=[C:9](/[C:4]1[CH:5]=[CH:6][C:7](=[O:8])[N:2]([CH3:1])[CH:3]=1)\[CH2:10][CH:11]([C:19]1[CH:27]=[CH:26][C:22]([C:23]([NH:29][CH2:30][C@@H:31]([OH:33])[CH3:32])=[O:24])=[CH:21][CH:20]=1)[C:12]1[CH:17]=[CH:16][CH:15]=[CH:14][C:13]=1[CH3:18]. (2) Given the reactants [CH3:1][N:2]1[CH2:7][CH2:6][N:5]([C:8]2[CH:13]=[N:12][NH:11][C:10](=O)[CH:9]=2)[CH2:4][CH2:3]1.P(Cl)(Cl)([Cl:17])=O, predict the reaction product. The product is: [Cl:17][C:10]1[N:11]=[N:12][CH:13]=[C:8]([N:5]2[CH2:6][CH2:7][N:2]([CH3:1])[CH2:3][CH2:4]2)[CH:9]=1. (3) Given the reactants C1(C)C=CC=CC=1.[CH3:8][CH:9]([CH3:25])[CH2:10][NH:11][C:12]1[C:21]2[C:16](=[CH:17][CH:18]=[CH:19][N:20]=2)[N:15]=[CH:14][C:13]=1[N+:22]([O-])=O.S([O-])([O-])(=O)=O.[Mg+2], predict the reaction product. The product is: [CH3:8][CH:9]([CH3:25])[CH2:10][NH:11][C:12]1[C:21]2[C:16](=[CH:17][CH:18]=[CH:19][N:20]=2)[N:15]=[CH:14][C:13]=1[NH2:22]. (4) Given the reactants [Cl:1][C:2]1[CH:7]=[CH:6][C:5]([CH:8]2[C:12]3[N:13]([CH:22]([CH3:24])[CH3:23])[C:14]([C:16]4[CH2:17][CH2:18][NH:19][CH2:20][CH:21]=4)=[N:15][C:11]=3[C:10](=[O:25])[N:9]2[C:26]2[CH:27]=[C:28]([CH3:36])[C:29]3[N:30]([C:32]([CH3:35])=[N:33][N:34]=3)[CH:31]=2)=[CH:4][CH:3]=1, predict the reaction product. The product is: [Cl:1][C:2]1[CH:7]=[CH:6][C:5]([CH:8]2[C:12]3[N:13]([CH:22]([CH3:24])[CH3:23])[C:14]([CH:16]4[CH2:17][CH2:18][NH:19][CH2:20][CH2:21]4)=[N:15][C:11]=3[C:10](=[O:25])[N:9]2[C:26]2[CH:27]=[C:28]([CH3:36])[C:29]3[N:30]([C:32]([CH3:35])=[N:33][N:34]=3)[CH:31]=2)=[CH:4][CH:3]=1. (5) Given the reactants [C:1]1([C:7]2[CH:16]=[C:15]([C:17](O)=[O:18])[C:14]3[C:9](=[CH:10][CH:11]=[CH:12][CH:13]=3)[N:8]=2)[CH:6]=[CH:5][CH:4]=[CH:3][CH:2]=1.[NH2:20][C:21]1[C:31]([CH3:32])=[CH:30][C:24]([C:25]([O:27][CH2:28][CH3:29])=[O:26])=[CH:23][C:22]=1[CH3:33].C(N(CC)C(C)C)(C)C.CCCP1(OP(CCC)(=O)OP(CCC)(=O)O1)=O, predict the reaction product. The product is: [CH3:32][C:31]1[CH:30]=[C:24]([CH:23]=[C:22]([CH3:33])[C:21]=1[NH:20][C:17]([C:15]1[C:14]2[C:9](=[CH:10][CH:11]=[CH:12][CH:13]=2)[N:8]=[C:7]([C:1]2[CH:6]=[CH:5][CH:4]=[CH:3][CH:2]=2)[CH:16]=1)=[O:18])[C:25]([O:27][CH2:28][CH3:29])=[O:26]. (6) Given the reactants C([O:8][C:9]1[C:10](=[O:85])[N:11]([CH2:81][CH2:82][O:83][CH3:84])[CH:12]=[CH:13][C:14]=1[C:15]([NH:17][CH2:18][CH2:19][N:20]([CH2:57][CH2:58][NH:59][C:60]([C:62]1[CH:67]=[CH:66][N:65]([CH2:68][CH2:69][O:70][CH3:71])[C:64](=[O:72])[C:63]=1[O:73]CC1C=CC=CC=1)=[O:61])[CH2:21][CH:22]([NH:35][C:36]([C:38]1[CH:43]=[CH:42][N:41]([CH2:44][CH2:45][O:46][CH3:47])[C:40](=[O:48])[C:39]=1[O:49]CC1C=CC=CC=1)=[O:37])[CH2:23][C:24]1[CH:34]=[CH:33][C:27]([O:28][CH2:29][C:30]([OH:32])=[O:31])=[CH:26][CH:25]=1)=[O:16])C1C=CC=CC=1.Cl, predict the reaction product. The product is: [OH:8][C:9]1[C:10](=[O:85])[N:11]([CH2:81][CH2:82][O:83][CH3:84])[CH:12]=[CH:13][C:14]=1[C:15]([NH:17][CH2:18][CH2:19][N:20]([CH2:57][CH2:58][NH:59][C:60]([C:62]1[CH:67]=[CH:66][N:65]([CH2:68][CH2:69][O:70][CH3:71])[C:64](=[O:72])[C:63]=1[OH:73])=[O:61])[CH2:21][CH:22]([NH:35][C:36]([C:38]1[CH:43]=[CH:42][N:41]([CH2:44][CH2:45][O:46][CH3:47])[C:40](=[O:48])[C:39]=1[OH:49])=[O:37])[CH2:23][C:24]1[CH:34]=[CH:33][C:27]([O:28][CH2:29][C:30]([OH:32])=[O:31])=[CH:26][CH:25]=1)=[O:16].